This data is from Full USPTO retrosynthesis dataset with 1.9M reactions from patents (1976-2016). The task is: Predict the reactants needed to synthesize the given product. The reactants are: [CH3:1][O:2][C:3]1[N:8]=[CH:7][C:6]([C:9]2[N:17]3[C:12]([CH:13]=[N:14][C:15]([OH:18])=[N:16]3)=[CH:11][CH:10]=2)=[CH:5][CH:4]=1.[NH2:19][C:20]1[CH:25]=[CH:24][C:23]([CH:26]2[CH2:31][CH2:30][N:29]([CH2:32][CH2:33][OH:34])[CH2:28][CH2:27]2)=[CH:22][CH:21]=1.C1C=CC(N(S([C:45]([F:48])([F:47])[F:46])(=O)=O)S([C:45]([F:48])([F:47])[F:46])(=O)=O)=CC=1. Given the product [CH3:1][O:2][C:3]1[N:8]=[CH:7][C:6]([C:9]2[N:17]3[C:12]([CH:13]=[N:14][C:15]([NH:19][C:20]4[CH:25]=[CH:24][C:23]([CH:26]5[CH2:31][CH2:30][N:29]([CH2:32][CH2:33][OH:34])[CH2:28][CH2:27]5)=[CH:22][CH:21]=4)=[N:16]3)=[CH:11][CH:10]=2)=[CH:5][CH:4]=1.[F:46][C:45]([F:48])([F:47])[C:15]([OH:18])=[O:34].[CH3:1][O:2][C:3]1[N:8]=[CH:7][C:6]([C:9]2[N:17]3[C:12]([CH:13]=[N:14][C:15]([NH:19][C:20]4[CH:25]=[CH:24][C:23]([CH:26]5[CH2:31][CH2:30][N:29]([CH2:32][CH2:33][OH:34])[CH2:28][CH2:27]5)=[CH:22][CH:21]=4)=[N:16]3)=[CH:11][CH:10]=2)=[CH:5][CH:4]=1, predict the reactants needed to synthesize it.